From a dataset of Reaction yield outcomes from USPTO patents with 853,638 reactions. Predict the reaction yield, written as a fraction of the theoretical maximum amount of product (1.0 means a 100% yield; for example, 0.34 means a 34% yield). (1) The reactants are S([O:8][S:9]([C:12]([F:15])([F:14])[F:13])(=[O:11])=[O:10])(C(F)(F)F)(=O)=O.[F:16][CH:17]([F:20])[CH2:18]O.C([O-])(O)=O.[Na+]. The catalyst is C(OCC)C. The product is [F:15][C:12]([F:13])([F:14])[S:9]([O:8][CH2:18][CH:17]([F:20])[F:16])(=[O:10])=[O:11]. The yield is 0.640. (2) The reactants are [Mg].Br[C:3]1[C:8]([CH:9]([CH3:11])[CH3:10])=[CH:7][C:6]([CH:12]([CH3:14])[CH3:13])=[CH:5][C:4]=1[CH:15]([CH3:17])[CH3:16].F[C:19]1[CH:24]=[C:23]([O:25][CH3:26])[CH:22]=[CH:21][C:20]=1[O:27][CH3:28].[Li]CCCC.[CH3:34][CH2:35][CH2:36][CH2:37][CH2:38][CH3:39].[I:40]I. The catalyst is [H-].C([Al+]CC(C)C)C(C)C.C1COCC1. The product is [I:40][C:19]1[C:20]([O:27][CH3:28])=[CH:21][CH:22]=[C:23]([O:25][CH3:26])[C:24]=1[C:3]1[C:8]([CH:9]([CH3:11])[CH3:10])=[CH:7][C:6]([CH:12]([CH3:14])[CH3:13])=[C:5]([C:36]2[CH:35]=[CH:34][CH:39]=[CH:38][CH:37]=2)[C:4]=1[CH:15]([CH3:17])[CH3:16]. The yield is 0.300. (3) The reactants are C[O:2][C:3]([CH2:5][NH:6][C:7]1[N:12]=[CH:11][C:10](/[CH:13]=[CH:14]/[C:15]([N:17]([CH3:29])[CH2:18][C:19]2[C:27]3[C:22](=[CH:23][CH:24]=[CH:25][CH:26]=3)[NH:21][C:20]=2[CH3:28])=[O:16])=[CH:9][CH:8]=1)=O.[CH3:30][NH2:31]. The catalyst is CO. The product is [CH3:29][N:17]([CH2:18][C:19]1[C:27]2[C:22](=[CH:23][CH:24]=[CH:25][CH:26]=2)[NH:21][C:20]=1[CH3:28])[C:15](=[O:16])/[CH:14]=[CH:13]/[C:10]1[CH:11]=[N:12][C:7]([NH:6][CH2:5][C:3]([NH:31][CH3:30])=[O:2])=[CH:8][CH:9]=1. The yield is 1.00.